This data is from Forward reaction prediction with 1.9M reactions from USPTO patents (1976-2016). The task is: Predict the product of the given reaction. Given the reactants [N:1]1([C:6]2[CH:11]=[CH:10][C:9]([CH2:12][C:13]([OH:15])=O)=[CH:8][CH:7]=2)[CH:5]=[N:4][N:3]=[N:2]1.[CH:16]12[CH2:22][CH:19]([NH:20][CH2:21]1)[CH2:18][N:17]2[C:23]([O:25][CH2:26][C:27]1[CH:32]=[CH:31][CH:30]=[CH:29][CH:28]=1)=[O:24].C(Cl)CCl.C(N(CC)CC)C, predict the reaction product. The product is: [N:1]1([C:6]2[CH:7]=[CH:8][C:9]([CH2:12][C:13]([N:20]3[CH2:21][CH:16]4[CH2:22][CH:19]3[CH2:18][N:17]4[C:23]([O:25][CH2:26][C:27]3[CH:32]=[CH:31][CH:30]=[CH:29][CH:28]=3)=[O:24])=[O:15])=[CH:10][CH:11]=2)[CH:5]=[N:4][N:3]=[N:2]1.